Dataset: Reaction yield outcomes from USPTO patents with 853,638 reactions. Task: Predict the reaction yield, written as a fraction of the theoretical maximum amount of product (1.0 means a 100% yield; for example, 0.34 means a 34% yield). The reactants are [CH3:1]C(C)([O-])C.[K+].[Br:7][C:8]1[CH:9]=[C:10]([CH:13]=[C:14]([Br:16])[CH:15]=1)[CH:11]=O. The catalyst is [Br-].C[P+](C1C=CC=CC=1)(C1C=CC=CC=1)C1C=CC=CC=1.C1COCC1. The product is [Br:7][C:8]1[CH:9]=[C:10]([CH:11]=[CH2:1])[CH:13]=[C:14]([Br:16])[CH:15]=1. The yield is 0.460.